From a dataset of NCI-60 drug combinations with 297,098 pairs across 59 cell lines. Regression. Given two drug SMILES strings and cell line genomic features, predict the synergy score measuring deviation from expected non-interaction effect. (1) Drug 1: CC1=CC2C(CCC3(C2CCC3(C(=O)C)OC(=O)C)C)C4(C1=CC(=O)CC4)C. Drug 2: C(CC(=O)O)C(=O)CN.Cl. Cell line: SF-539. Synergy scores: CSS=-2.46, Synergy_ZIP=-3.05, Synergy_Bliss=-7.42, Synergy_Loewe=-10.9, Synergy_HSA=-7.43. (2) Drug 1: CCC1(CC2CC(C3=C(CCN(C2)C1)C4=CC=CC=C4N3)(C5=C(C=C6C(=C5)C78CCN9C7C(C=CC9)(C(C(C8N6C=O)(C(=O)OC)O)OC(=O)C)CC)OC)C(=O)OC)O.OS(=O)(=O)O. Drug 2: CC1C(C(CC(O1)OC2CC(CC3=C2C(=C4C(=C3O)C(=O)C5=C(C4=O)C(=CC=C5)OC)O)(C(=O)CO)O)N)O.Cl. Cell line: 786-0. Synergy scores: CSS=35.1, Synergy_ZIP=-1.25, Synergy_Bliss=1.86, Synergy_Loewe=0.533, Synergy_HSA=1.08. (3) Drug 1: CC(CN1CC(=O)NC(=O)C1)N2CC(=O)NC(=O)C2. Drug 2: CCN(CC)CCNC(=O)C1=C(NC(=C1C)C=C2C3=C(C=CC(=C3)F)NC2=O)C. Cell line: OVCAR-5. Synergy scores: CSS=4.73, Synergy_ZIP=-3.39, Synergy_Bliss=-4.62, Synergy_Loewe=-8.03, Synergy_HSA=-8.09. (4) Drug 1: C1=NC2=C(N1)C(=S)N=CN2. Drug 2: C1CNP(=O)(OC1)N(CCCl)CCCl. Cell line: 786-0. Synergy scores: CSS=26.7, Synergy_ZIP=1.78, Synergy_Bliss=1.20, Synergy_Loewe=-46.8, Synergy_HSA=-1.96. (5) Drug 1: CC1C(C(CC(O1)OC2CC(CC3=C2C(=C4C(=C3O)C(=O)C5=C(C4=O)C(=CC=C5)OC)O)(C(=O)C)O)N)O.Cl. Drug 2: C1C(C(OC1N2C=NC(=NC2=O)N)CO)O. Cell line: T-47D. Synergy scores: CSS=5.60, Synergy_ZIP=-3.15, Synergy_Bliss=10.2, Synergy_Loewe=-9.83, Synergy_HSA=5.60.